From a dataset of Full USPTO retrosynthesis dataset with 1.9M reactions from patents (1976-2016). Predict the reactants needed to synthesize the given product. Given the product [CH3:2][O:3][C:4](=[O:10])[C@H:5]([C@@H:7]([CH3:9])[OH:8])[NH:6][C:15](=[O:16])[C:14]1[CH:18]=[CH:19][C:20]([N+:21]([O-:23])=[O:22])=[C:12]([CH3:11])[CH:13]=1, predict the reactants needed to synthesize it. The reactants are: Cl.[CH3:2][O:3][C:4](=[O:10])[C@H:5]([C@@H:7]([CH3:9])[OH:8])[NH2:6].[CH3:11][C:12]1[CH:13]=[C:14]([CH:18]=[CH:19][C:20]=1[N+:21]([O-:23])=[O:22])[C:15](O)=[O:16].CCN=C=NCCCN(C)C.Cl.C(N(CC)C(C)C)(C)C.